Dataset: Reaction yield outcomes from USPTO patents with 853,638 reactions. Task: Predict the reaction yield, written as a fraction of the theoretical maximum amount of product (1.0 means a 100% yield; for example, 0.34 means a 34% yield). (1) The reactants are [NH2:1][C:2]1[N:3]=[C:4]([NH:17][CH:18]2[CH2:23][CH2:22][NH:21][CH2:20][CH2:19]2)[S:5][C:6]=1[C:7]([C:9]1[C:14]([F:15])=[CH:13][CH:12]=[CH:11][C:10]=1[F:16])=[O:8].[Cl:24][C:25]1[N:30]=[C:29]([S:31](Cl)(=[O:33])=[O:32])[CH:28]=[N:27][CH:26]=1. The product is [NH2:1][C:2]1[N:3]=[C:4]([NH:17][CH:18]2[CH2:23][CH2:22][N:21]([S:31]([C:29]3[CH:28]=[N:27][CH:26]=[C:25]([Cl:24])[N:30]=3)(=[O:33])=[O:32])[CH2:20][CH2:19]2)[S:5][C:6]=1[C:7]([C:9]1[C:14]([F:15])=[CH:13][CH:12]=[CH:11][C:10]=1[F:16])=[O:8]. No catalyst specified. The yield is 0.150. (2) The reactants are [Br-].[CH2:2]([P+](C1C=CC=CC=1)(C1C=CC=CC=1)C1C=CC=CC=1)[CH2:3][C:4]1[CH:9]=[CH:8][CH:7]=[CH:6][CH:5]=1.[Li]CCCC.[CH:34](=O)/[CH:35]=[CH:36]/[CH2:37][CH2:38]/[CH:39]=[CH:40]\[CH2:41][CH3:42]. No catalyst specified. The product is [CH2:3]([C:4]1[CH:5]=[CH:6][CH:7]=[CH:8][CH:9]=1)[CH:2]=[CH:34]/[CH:35]=[CH:36]/[CH2:37][CH2:38]/[CH:39]=[CH:40]\[CH2:41][CH3:42]. The yield is 0.610. (3) The reactants are [F:1][C:2]([F:25])([F:24])[C:3]([C:9]1[CH:14]=[CH:13][C:12]([O:15][CH2:16][O:17][CH3:18])=[C:11]([CH2:19][CH2:20][CH3:21])[C:10]=1[CH2:22]O)([OH:8])[C:4]([F:7])([F:6])[F:5].C1(P(C2C=CC=CC=2)C2C=CC=CC=2)C=CC=CC=1.N(C(OCC)=O)=NC(OCC)=O.O. The catalyst is ClCCl. The product is [CH3:18][O:17][CH2:16][O:15][C:12]1[C:11]([CH2:19][CH2:20][CH3:21])=[C:10]2[C:9](=[CH:14][CH:13]=1)[C:3]([C:4]([F:6])([F:5])[F:7])([C:2]([F:1])([F:24])[F:25])[O:8][CH2:22]2. The yield is 0.930.